Task: Predict the reaction yield, written as a fraction of the theoretical maximum amount of product (1.0 means a 100% yield; for example, 0.34 means a 34% yield).. Dataset: Reaction yield outcomes from USPTO patents with 853,638 reactions (1) The reactants are [CH2:1]([N:8]1[CH:12]=[C:11]([C:13]2[C:21]3[C:16](=[N:17][CH:18]=[C:19](Br)[CH:20]=3)[N:15]([S:23]([C:26]3[CH:32]=[CH:31][C:29]([CH3:30])=[CH:28][CH:27]=3)(=[O:25])=[O:24])[CH:14]=2)[CH:10]=[N:9]1)[C:2]1[CH:7]=[CH:6][CH:5]=[CH:4][CH:3]=1.CC1(C)C(C)(C)OB([C:41]2[CH:42]=[C:43]([NH:47][S:48]([CH3:51])(=[O:50])=[O:49])[CH:44]=[CH:45][CH:46]=2)O1.C(=O)([O-])[O-].[Na+].[Na+]. The catalyst is C1C=CC(P(C2C=CC=CC=2)[C-]2C=CC=C2)=CC=1.C1C=CC(P(C2C=CC=CC=2)[C-]2C=CC=C2)=CC=1.Cl[Pd]Cl.[Fe+2].C1(C)C=CC=CC=1.C(O)C.O. The product is [CH2:1]([N:8]1[CH:12]=[C:11]([C:13]2[C:21]3[C:16](=[N:17][CH:18]=[C:19]([C:41]4[CH:42]=[C:43]([NH:47][S:48]([CH3:51])(=[O:49])=[O:50])[CH:44]=[CH:45][CH:46]=4)[CH:20]=3)[N:15]([S:23]([C:26]3[CH:32]=[CH:31][C:29]([CH3:30])=[CH:28][CH:27]=3)(=[O:25])=[O:24])[CH:14]=2)[CH:10]=[N:9]1)[C:2]1[CH:7]=[CH:6][CH:5]=[CH:4][CH:3]=1. The yield is 0.463. (2) The reactants are [CH2:1]([C@H:8]1[CH2:12][O:11][C:10](=[O:13])[N:9]1[C:14](=[O:20])[CH2:15][CH2:16][CH2:17][C:18]#[CH:19])[C:2]1[CH:7]=[CH:6][CH:5]=[CH:4][CH:3]=1.[Cl-].[Mg+2].[Cl-].[CH2:24](N(CC)CC)C.[Cl:31][C:32]1[N:37]=[CH:36][C:35]([CH:38]=[O:39])=[CH:34][CH:33]=1.Cl[Si](C)(C)C. The catalyst is C(OCC)(=O)C. The product is [CH2:1]([C@H:8]1[CH2:24][CH2:12][O:11][C:10](=[O:13])[N:9]1[C:14](=[O:20])[C@@H:15]([C@@H:38]([C:35]1[CH:36]=[N:37][C:32]([Cl:31])=[CH:33][CH:34]=1)[OH:39])[CH2:16][CH2:17][C:18]#[CH:19])[C:2]1[CH:3]=[CH:4][CH:5]=[CH:6][CH:7]=1. The yield is 0.880. (3) The reactants are [C:1]([N:8]1[CH:12]=[CH:11]N=C1)(N1C=CN=C1)=[O:2].[NH2:13][CH:14]1[CH2:18][CH2:17][N:16]([C:19]2[C:28]3[C:23](=[CH:24][C:25]([O:31][CH3:32])=[C:26]([O:29][CH3:30])[CH:27]=3)[N:22]=[CH:21][C:20]=2[C:33]#[N:34])[CH2:15]1.[CH:35]([O:38][C:39]1[CH:45]=CC(N)=[CH:41][CH:40]=1)([CH3:37])[CH3:36]. The catalyst is C(Cl)Cl. The product is [C:33]([C:20]1[CH:21]=[N:22][C:23]2[C:28]([C:19]=1[N:16]1[CH2:17][CH2:18][CH:14]([NH:13][C:1]([NH:8][C:12]3[CH:11]=[CH:45][C:39]([O:38][CH:35]([CH3:37])[CH3:36])=[CH:40][CH:41]=3)=[O:2])[CH2:15]1)=[CH:27][C:26]([O:29][CH3:30])=[C:25]([O:31][CH3:32])[CH:24]=2)#[N:34]. The yield is 0.160. (4) The yield is 0.960. The catalyst is C1(C)C=CC=CC=1.CCOCC. The product is [CH2:13]1[O:16][C:8]([CH:5]2[CH2:4][CH2:3][C:2](=[O:1])[CH2:7][CH2:6]2)([O:10][CH2:11][CH3:12])[O:15][CH2:14]1. The reactants are [O:1]=[C:2]1[CH2:7][CH2:6][CH:5]([C:8]([O:10][CH2:11][CH3:12])=O)[CH2:4][CH2:3]1.[CH2:13]([OH:16])[CH2:14][OH:15].O.C1(C)C=CC(S(O)(=O)=O)=CC=1.